From a dataset of Forward reaction prediction with 1.9M reactions from USPTO patents (1976-2016). Predict the product of the given reaction. (1) Given the reactants C([O:8][N:9]1[C:14]2[N:15]=[CH:16][N:17]=[C:18]([CH3:19])[C:13]=2[C:12]([NH:20][CH2:21][C:22]2[CH:27]=[CH:26][CH:25]=[CH:24][C:23]=2[N+:28]([O-])=O)=[CH:11][C:10]1=[O:31])C1C=CC=CC=1.CO.[H][H], predict the reaction product. The product is: [NH2:28][C:23]1[CH:24]=[CH:25][CH:26]=[CH:27][C:22]=1[CH2:21][NH:20][C:12]1[C:13]2[C:18]([CH3:19])=[N:17][CH:16]=[N:15][C:14]=2[N:9]([OH:8])[C:10](=[O:31])[CH:11]=1. (2) Given the reactants [F-].C([N+](CCCC)(CCCC)CCCC)CCC.[Si]([O:26][C:27]1[CH:57]=[CH:56][C:30]([CH2:31]/[C:32](=[C:37](\[C@H:42]2[CH2:47][CH2:46][C@@H:45]([O:48][Si:49]([C:52]([CH3:55])([CH3:54])[CH3:53])([CH3:51])[CH3:50])[CH2:44][CH2:43]2)/[C:38]([O:40][CH3:41])=[O:39])/[C:33]([O:35][CH3:36])=[O:34])=[CH:29][CH:28]=1)(C(C)(C)C)(C)C, predict the reaction product. The product is: [Si:49]([O:48][C@@H:45]1[CH2:46][CH2:47][C@H:42](/[C:37](=[C:32](\[CH2:31][C:30]2[CH:29]=[CH:28][C:27]([OH:26])=[CH:57][CH:56]=2)/[C:33]([O:35][CH3:36])=[O:34])/[C:38]([O:40][CH3:41])=[O:39])[CH2:43][CH2:44]1)([C:52]([CH3:55])([CH3:54])[CH3:53])([CH3:51])[CH3:50]. (3) Given the reactants [CH3:1][O:2][C:3]1[CH:12]=[CH:11][C:6]2[C:7](=[O:10])[CH2:8][O:9][C:5]=2[C:4]=1[CH2:13][N:14]1[CH2:19][CH2:18][N:17]([C:20]([O:22][C:23]([CH3:26])([CH3:25])[CH3:24])=[O:21])[CH2:16][CH2:15]1.[S:27]([N:37]1[C:45]2[C:40](=[CH:41][CH:42]=[CH:43][CH:44]=2)[C:39]([CH:46]=O)=[CH:38]1)([C:30]1[CH:36]=[CH:35][C:33]([CH3:34])=[CH:32][CH:31]=1)(=[O:29])=[O:28].N1CCCCC1, predict the reaction product. The product is: [CH3:1][O:2][C:3]1[CH:12]=[CH:11][C:6]2[C:7](=[O:10])/[C:8](=[CH:46]/[C:39]3[C:40]4[C:45](=[CH:44][CH:43]=[CH:42][CH:41]=4)[N:37]([S:27]([C:30]4[CH:31]=[CH:32][C:33]([CH3:34])=[CH:35][CH:36]=4)(=[O:29])=[O:28])[CH:38]=3)/[O:9][C:5]=2[C:4]=1[CH2:13][N:14]1[CH2:15][CH2:16][N:17]([C:20]([O:22][C:23]([CH3:26])([CH3:25])[CH3:24])=[O:21])[CH2:18][CH2:19]1. (4) The product is: [CH:2]([C@H:3]1[CH2:8][CH2:7][C@H:6]([CH2:9][C:10]([O:12][CH2:13][CH3:14])=[O:11])[CH2:5][CH2:4]1)=[O:1]. Given the reactants [OH:1][CH2:2][C@H:3]1[CH2:8][CH2:7][C@H:6]([CH2:9][C:10]([O:12][CH2:13][CH3:14])=[O:11])[CH2:5][CH2:4]1.CC(OI1(OC(C)=O)(OC(C)=O)OC(=O)C2C=CC=CC1=2)=O, predict the reaction product. (5) Given the reactants Cl[C:2]1[N:7]=[C:6]2[N:8]([CH2:11][CH2:12][OH:13])[N:9]=[CH:10][C:5]2=[C:4]([NH:14][C:15]2[CH:19]=[C:18]([CH3:20])[NH:17][N:16]=2)[N:3]=1.[F:21][C:22]1[CH:27]=[CH:26][C:25]([S:28]([O-:30])=[O:29])=[CH:24][CH:23]=1.[Na+], predict the reaction product. The product is: [F:21][C:22]1[CH:27]=[CH:26][C:25]([S:28]([C:2]2[N:7]=[C:6]3[N:8]([CH2:11][CH2:12][OH:13])[N:9]=[CH:10][C:5]3=[C:4]([NH:14][C:15]3[CH:19]=[C:18]([CH3:20])[NH:17][N:16]=3)[N:3]=2)(=[O:30])=[O:29])=[CH:24][CH:23]=1.